The task is: Predict the reaction yield, written as a fraction of the theoretical maximum amount of product (1.0 means a 100% yield; for example, 0.34 means a 34% yield).. This data is from Reaction yield outcomes from USPTO patents with 853,638 reactions. (1) The reactants are [NH2:1][C:2]1[CH:7]=[CH:6][C:5]([CH2:8][CH2:9][C:10]([OH:12])=[O:11])=[CH:4][CH:3]=1.[OH:13][S:14]([OH:17])(=[O:16])=[O:15].[CH3:18]O. No catalyst specified. The product is [S:14](=[O:15])(=[O:13])([OH:17])[OH:16].[CH3:18][O:11][C:10](=[O:12])[CH2:9][CH2:8][C:5]1[CH:4]=[CH:3][C:2]([NH2:1])=[CH:7][CH:6]=1. The yield is 0.850. (2) The yield is 0.750. The product is [CH2:29]([O:28][CH2:27][C:24]1[O:23][C:22]([C:20](=[O:21])[CH2:19][CH2:18][CH2:17][CH2:16][CH2:15][CH2:14][O:13][C:12]2[CH:36]=[CH:37][C:9]([OH:8])=[CH:10][CH:11]=2)=[N:26][N:25]=1)[C:30]1[CH:35]=[CH:34][CH:33]=[CH:32][CH:31]=1. The catalyst is CCOC(C)=O.[Pd]. The reactants are C([O:8][C:9]1[CH:37]=[CH:36][C:12]([O:13][CH2:14][CH2:15][CH2:16][CH2:17][CH2:18][CH2:19][C:20]([C:22]2[O:23][C:24]([CH2:27][O:28][CH2:29][C:30]3[CH:35]=[CH:34][CH:33]=[CH:32][CH:31]=3)=[N:25][N:26]=2)=[O:21])=[CH:11][CH:10]=1)C1C=CC=CC=1. (3) The reactants are [CH3:1][O:2][C:3]([C:5]1[S:12][C:11]2[CH:10]=[N:9][N:8](C(=O)C)[C:7]=2[CH:6]=1)=[O:4].C[O-].[Na+].[I:19]I. The catalyst is CO.CN(C)C=O. The product is [CH3:1][O:2][C:3]([C:5]1[S:12][C:11]2[C:10]([I:19])=[N:9][NH:8][C:7]=2[CH:6]=1)=[O:4]. The yield is 0.890. (4) The reactants are [Br:1][C:2]1[CH:7]=[CH:6][C:5]([CH:8]2[NH:13][CH2:12][CH2:11][N:10]([CH3:14])[CH2:9]2)=[CH:4][CH:3]=1.[N:15]1[N:19]2[CH:20]=[CH:21][CH:22]=[CH:23][C:18]2=[C:17]([CH2:24][CH:25]=O)[CH:16]=1.C(O[BH-](OC(=O)C)OC(=O)C)(=O)C.[Na+]. The yield is 0.500. The catalyst is O1CCCC1.C(OCC)(=O)C.C(O)(=O)C. The product is [Br:1][C:2]1[CH:3]=[CH:4][C:5]([CH:8]2[CH2:9][N:10]([CH3:14])[CH2:11][CH2:12][N:13]2[CH2:25][CH2:24][C:17]2[CH:16]=[N:15][N:19]3[CH:20]=[CH:21][CH:22]=[CH:23][C:18]=23)=[CH:6][CH:7]=1. (5) The reactants are Cl.Cl.CO[C:5](=[O:23])[C:6]1[C:11]([C:12]([F:15])([F:14])[F:13])=[CH:10][C:9]([NH:16][CH:17]2[CH2:22][CH2:21][NH:20][CH2:19][CH2:18]2)=[N:8][CH:7]=1.C(O)(=O)C.C([N:30](C(C)C)C(C)C)C.[CH3:37][O:38][C:39]1[CH:46]=[CH:45][C:42]([CH:43]=O)=[CH:41][C:40]=1[O:47][CH2:48][CH2:49][CH3:50].C([BH3-])#N.[Na+].[C-]#N.[K+].[NH4+].[OH-]. The catalyst is C(O)C. The product is [CH3:37][O:38][C:39]1[CH:46]=[CH:45][C:42]([CH2:43][N:20]2[CH2:21][CH2:22][CH:17]([NH:16][C:9]3[CH:10]=[C:11]([C:12]([F:14])([F:15])[F:13])[C:6]([C:5]([NH2:30])=[O:23])=[CH:7][N:8]=3)[CH2:18][CH2:19]2)=[CH:41][C:40]=1[O:47][CH2:48][CH2:49][CH3:50]. The yield is 0.380. (6) The reactants are [CH3:1][S:2][C:3]1[N:7]([CH2:8][C:9]2[CH:14]=[CH:13][C:12]([C:15]3[CH:20]=[CH:19][CH:18]=[CH:17][C:16]=3[C:21]3[NH:25][N:24]=[N:23][N:22]=3)=[CH:11][CH:10]=2)[C:6]2[C:26]([C:30]([O:32]CC)=[O:31])=[CH:27][CH:28]=[CH:29][C:5]=2[N:4]=1.[OH-].[Na+].Cl. The catalyst is CO. The product is [CH3:1][S:2][C:3]1[N:7]([CH2:8][C:9]2[CH:10]=[CH:11][C:12]([C:15]3[CH:20]=[CH:19][CH:18]=[CH:17][C:16]=3[C:21]3[NH:25][N:24]=[N:23][N:22]=3)=[CH:13][CH:14]=2)[C:6]2[C:26]([C:30]([OH:32])=[O:31])=[CH:27][CH:28]=[CH:29][C:5]=2[N:4]=1. The yield is 0.810. (7) The reactants are O.[OH-].[Li+].C([O:6][C:7]([CH:9]1[CH2:14][CH2:13][CH2:12][CH2:11][N:10]1[C:15]([C:17]1[O:18][C:19]([CH2:22][O:23][C:24]2[CH:29]=[CH:28][C:27]([C:30]3[CH:35]=[CH:34][CH:33]=[CH:32][CH:31]=3)=[CH:26][CH:25]=2)=[CH:20][CH:21]=1)=[O:16])=[O:8])C. The catalyst is O.O1CCCC1.CO. The product is [C:27]1([C:30]2[CH:31]=[CH:32][CH:33]=[CH:34][CH:35]=2)[CH:26]=[CH:25][C:24]([O:23][CH2:22][C:19]2[O:18][C:17]([C:15]([N:10]3[CH2:11][CH2:12][CH2:13][CH2:14][CH:9]3[C:7]([OH:8])=[O:6])=[O:16])=[CH:21][CH:20]=2)=[CH:29][CH:28]=1. The yield is 0.830. (8) The catalyst is C(#N)C. The yield is 0.860. The reactants are [CH3:1][O:2][C:3]1[CH:8]=[CH:7][C:6]([OH:9])=[CH:5][CH:4]=1.C([O-])([O-])=O.[K+].[K+].[CH2:16](Br)[CH:17]=[CH2:18]. The product is [CH2:16]([O:9][C:6]1[CH:7]=[CH:8][C:3]([O:2][CH3:1])=[CH:4][CH:5]=1)[CH:17]=[CH2:18]. (9) The product is [NH2:1][C:2]1[C:7]([C:8]2[CH:26]=[CH:25][C:11]([C:12]([NH:14][C@@H:15]([C:18]3[CH:23]=[CH:22][CH:21]=[C:20]([Cl:24])[CH:19]=3)[CH2:16][OH:17])=[O:13])=[C:10]([F:27])[CH:9]=2)=[CH:6][C:5]([C@@H:28]2[CH2:29][N:30]3[C@H:31]([CH2:33][O:34][CH2:36][C:37]3=[O:38])[CH2:32]2)=[CH:4][N:3]=1. The reactants are [NH2:1][C:2]1[C:7]([C:8]2[CH:26]=[CH:25][C:11]([C:12]([NH:14][C@@H:15]([C:18]3[CH:23]=[CH:22][CH:21]=[C:20]([Cl:24])[CH:19]=3)[CH2:16][OH:17])=[O:13])=[C:10]([F:27])[CH:9]=2)=[CH:6][C:5]([C@H:28]2[CH2:32][C@@H:31]([CH2:33][OH:34])[NH:30][CH2:29]2)=[CH:4][N:3]=1.Cl[CH2:36][C:37](O)=[O:38].CN(C(ON1N=NC2C=CC=NC1=2)=[N+](C)C)C.F[P-](F)(F)(F)(F)F.CCN(C(C)C)C(C)C.[H-].[Na+]. The catalyst is C1COCC1. The yield is 0.390. (10) The reactants are [Cl:1][C:2]1[N:7]=[C:6]([NH2:8])[C:5]([CH3:9])=[CH:4][N:3]=1.Br[C:11]1[CH:16]=[CH:15][C:14]([Cl:17])=[C:13]([C:18]([F:21])([F:20])[F:19])[CH:12]=1.CC1(C)C2C(=C(P(C3C=CC=CC=3)C3C=CC=CC=3)C=CC=2)OC2C(P(C3C=CC=CC=3)C3C=CC=CC=3)=CC=CC1=2.C(=O)([O-])[O-].[Cs+].[Cs+]. The product is [Cl:1][C:2]1[N:7]=[C:6]([NH:8][C:11]2[CH:16]=[CH:15][C:14]([Cl:17])=[C:13]([C:18]([F:21])([F:20])[F:19])[CH:12]=2)[C:5]([CH3:9])=[CH:4][N:3]=1. The yield is 0.960. The catalyst is O1CCOCC1.CN(C=O)C.C1C=CC(/C=C/C(/C=C/C2C=CC=CC=2)=O)=CC=1.C1C=CC(/C=C/C(/C=C/C2C=CC=CC=2)=O)=CC=1.C1C=CC(/C=C/C(/C=C/C2C=CC=CC=2)=O)=CC=1.[Pd].[Pd].